This data is from NCI-60 drug combinations with 297,098 pairs across 59 cell lines. The task is: Regression. Given two drug SMILES strings and cell line genomic features, predict the synergy score measuring deviation from expected non-interaction effect. (1) Drug 1: C1=CC(=C2C(=C1NCCNCCO)C(=O)C3=C(C=CC(=C3C2=O)O)O)NCCNCCO. Drug 2: C1CC(C1)(C(=O)O)C(=O)O.[NH2-].[NH2-].[Pt+2]. Cell line: COLO 205. Synergy scores: CSS=38.6, Synergy_ZIP=-3.70, Synergy_Bliss=-2.82, Synergy_Loewe=-10.1, Synergy_HSA=0.732. (2) Drug 1: CC1C(C(=O)NC(C(=O)N2CCCC2C(=O)N(CC(=O)N(C(C(=O)O1)C(C)C)C)C)C(C)C)NC(=O)C3=C4C(=C(C=C3)C)OC5=C(C(=O)C(=C(C5=N4)C(=O)NC6C(OC(=O)C(N(C(=O)CN(C(=O)C7CCCN7C(=O)C(NC6=O)C(C)C)C)C)C(C)C)C)N)C. Drug 2: CCCCC(=O)OCC(=O)C1(CC(C2=C(C1)C(=C3C(=C2O)C(=O)C4=C(C3=O)C=CC=C4OC)O)OC5CC(C(C(O5)C)O)NC(=O)C(F)(F)F)O. Cell line: IGROV1. Synergy scores: CSS=43.6, Synergy_ZIP=-0.714, Synergy_Bliss=2.61, Synergy_Loewe=-8.75, Synergy_HSA=2.71. (3) Drug 1: C1C(C(OC1N2C=NC3=C(N=C(N=C32)Cl)N)CO)O. Drug 2: B(C(CC(C)C)NC(=O)C(CC1=CC=CC=C1)NC(=O)C2=NC=CN=C2)(O)O. Cell line: K-562. Synergy scores: CSS=44.6, Synergy_ZIP=-7.92, Synergy_Bliss=-15.9, Synergy_Loewe=-23.0, Synergy_HSA=-14.0. (4) Drug 1: CN1C(=O)N2C=NC(=C2N=N1)C(=O)N. Drug 2: C1=NC2=C(N1)C(=S)N=CN2. Cell line: NCI-H226. Synergy scores: CSS=16.4, Synergy_ZIP=-3.65, Synergy_Bliss=-3.95, Synergy_Loewe=-19.2, Synergy_HSA=-2.19. (5) Drug 1: C1=NC2=C(N1)C(=S)N=CN2. Drug 2: CCC1(C2=C(COC1=O)C(=O)N3CC4=CC5=C(C=CC(=C5CN(C)C)O)N=C4C3=C2)O.Cl. Cell line: DU-145. Synergy scores: CSS=63.0, Synergy_ZIP=-8.70, Synergy_Bliss=-6.66, Synergy_Loewe=-8.69, Synergy_HSA=-2.29.